Dataset: Acute oral toxicity (LD50) regression data from Zhu et al.. Task: Regression/Classification. Given a drug SMILES string, predict its toxicity properties. Task type varies by dataset: regression for continuous values (e.g., LD50, hERG inhibition percentage) or binary classification for toxic/non-toxic outcomes (e.g., AMES mutagenicity, cardiotoxicity, hepatotoxicity). Dataset: ld50_zhu. The drug is CC(=O)Oc1c(C(C)(C)C)cc([N+](=O)[O-])c(C)c1[N+](=O)[O-]. The rat oral LD50 is 3.85, given as -log10 of the dose in mol/kg body weight (higher means more acutely toxic).